Dataset: Full USPTO retrosynthesis dataset with 1.9M reactions from patents (1976-2016). Task: Predict the reactants needed to synthesize the given product. Given the product [N+:15]([CH2:18][CH2:10][C:9]1[CH:8]=[C:7]([C:2]2[CH:3]=[CH:4][CH:5]=[CH:6][N:1]=2)[CH:14]=[CH:13][CH:12]=1)([O-:17])=[O:16], predict the reactants needed to synthesize it. The reactants are: [N:1]1[CH:6]=[CH:5][CH:4]=[CH:3][C:2]=1[C:7]1[CH:8]=[C:9]([CH:12]=[CH:13][CH:14]=1)[CH:10]=O.[N+:15]([CH3:18])([O-:17])=[O:16].C([O-])(=O)C.[NH4+].[BH4-].[Na+].